Dataset: Full USPTO retrosynthesis dataset with 1.9M reactions from patents (1976-2016). Task: Predict the reactants needed to synthesize the given product. Given the product [CH:12]1([C:18]([NH:5][C:4]2[CH:6]=[CH:7][C:8]([N+:9]([O-:11])=[O:10])=[C:2]([F:1])[CH:3]=2)=[O:19])[CH2:17][CH2:16][CH2:15][CH2:14][CH2:13]1, predict the reactants needed to synthesize it. The reactants are: [F:1][C:2]1[CH:3]=[C:4]([CH:6]=[CH:7][C:8]=1[N+:9]([O-:11])=[O:10])[NH2:5].[CH:12]1([C:18](Cl)=[O:19])[CH2:17][CH2:16][CH2:15][CH2:14][CH2:13]1.